This data is from Reaction yield outcomes from USPTO patents with 853,638 reactions. The task is: Predict the reaction yield, written as a fraction of the theoretical maximum amount of product (1.0 means a 100% yield; for example, 0.34 means a 34% yield). (1) The reactants are [CH2:1]([O:3][C:4](=[O:20])[CH2:5][NH:6][C:7]1[CH:12]=[C:11]([CH:13]2[CH2:18][CH2:17][CH2:16][NH:15][CH2:14]2)[CH:10]=[CH:9][C:8]=1[CH3:19])[CH3:2].[F:21][C:22]([F:39])([F:38])[C:23]1[CH:37]=[CH:36][C:26]([CH2:27][O:28][C:29](N2C=CN=C2)=[O:30])=[CH:25][CH:24]=1. The catalyst is C1(C)C=CC=CC=1. The product is [F:21][C:22]([F:38])([F:39])[C:23]1[CH:37]=[CH:36][C:26]([CH2:27][O:28][C:29]([N:15]2[CH2:16][CH2:17][CH2:18][CH:13]([C:11]3[CH:10]=[CH:9][C:8]([CH3:19])=[C:7]([NH:6][CH2:5][C:4]([O:3][CH2:1][CH3:2])=[O:20])[CH:12]=3)[CH2:14]2)=[O:30])=[CH:25][CH:24]=1. The yield is 0.370. (2) The reactants are [CH3:1][N:2]([CH3:18])[C:3]1[CH:8]=[C:7]([NH:9][C:10]2[CH:15]=[CH:14][C:13]([CH3:16])=[CH:12][CH:11]=2)[N:6]=[C:5]([NH2:17])[N:4]=1.[C:19]1([CH2:25][C:26](Cl)=[O:27])[CH:24]=[CH:23][CH:22]=[CH:21][CH:20]=1.C(N(CC)CC)C. The catalyst is C(Cl)Cl. The product is [CH3:18][N:2]([CH3:1])[C:3]1[CH:8]=[C:7]([NH:9][C:10]2[CH:15]=[CH:14][C:13]([CH3:16])=[CH:12][CH:11]=2)[N:6]=[C:5]([NH:17][C:26](=[O:27])[CH2:25][C:19]2[CH:24]=[CH:23][CH:22]=[CH:21][CH:20]=2)[N:4]=1. The yield is 0.330. (3) The reactants are [CH2:1]([N:3]([CH3:17])[S:4]([C:7]1[CH:8]=[N:9][C:10]([Sn](C)(C)C)=[CH:11][CH:12]=1)(=[O:6])=[O:5])[CH3:2].[NH2:18][C:19]1[C:24]([C:25]2[S:34][C:28]3[C:29](=[O:33])[NH:30][CH2:31][CH2:32][C:27]=3[CH:26]=2)=[CH:23][C:22](Br)=[CH:21][N:20]=1. No catalyst specified. The product is [NH2:18][C:19]1[N:20]=[CH:21][C:22]([C:10]2[CH:11]=[CH:12][C:7]([S:4]([N:3]([CH2:1][CH3:2])[CH3:17])(=[O:6])=[O:5])=[CH:8][N:9]=2)=[CH:23][C:24]=1[C:25]1[S:34][C:28]2[C:29](=[O:33])[NH:30][CH2:31][CH2:32][C:27]=2[CH:26]=1. The yield is 0.530.